This data is from Reaction yield outcomes from USPTO patents with 853,638 reactions. The task is: Predict the reaction yield, written as a fraction of the theoretical maximum amount of product (1.0 means a 100% yield; for example, 0.34 means a 34% yield). (1) The reactants are [Br:1][C:2]1[CH:7]=[C:6]([OH:8])[CH:5]=[CH:4][N:3]=1.Br[CH:10]1[CH2:14][CH2:13][CH2:12][CH2:11]1.C(=O)([O-])[O-].[Cs+].[Cs+]. The catalyst is CN(C=O)C. The product is [Br:1][C:2]1[CH:7]=[C:6]([O:8][CH:10]2[CH2:14][CH2:13][CH2:12][CH2:11]2)[CH:5]=[CH:4][N:3]=1. The yield is 0.730. (2) The reactants are Cl.[Cl:2][C:3]1[CH:4]=[C:5]([C@:10]23[CH2:15][C@H:14]2[CH2:13][NH:12][CH2:11]3)[CH:6]=[CH:7][C:8]=1[Cl:9].C([C@@H]1[O:20]C1)Cl. No catalyst specified. The product is [OH:20][CH2:13][CH:14]1[CH2:15][C:10]1([C:5]1[CH:6]=[CH:7][C:8]([Cl:9])=[C:3]([Cl:2])[CH:4]=1)[C:11]#[N:12]. The yield is 0.650. (3) The reactants are [F:1][C:2]1[CH:3]=[C:4]([CH:7]=[CH:8][C:9]=1[OH:10])[CH:5]=[O:6].N1C=CC=CC=1.[CH3:17][N:18]([CH3:22])[C:19](Cl)=[O:20]. The catalyst is C(Cl)Cl.O. The product is [CH3:17][N:18]([CH3:22])[C:19](=[O:20])[O:10][C:9]1[CH:8]=[CH:7][C:4]([CH:5]=[O:6])=[CH:3][C:2]=1[F:1]. The yield is 0.960. (4) The reactants are [CH:1]1([C:4]2[NH:8][C:7]3[C:9]([C:14]([OH:16])=O)=[CH:10][CH:11]=[C:12]([OH:13])[C:6]=3[N:5]=2)[CH2:3][CH2:2]1.[NH2:17][CH:18]1[CH2:23][CH2:22][N:21](C(OC(C)(C)C)=O)[CH2:20][CH2:19]1. No catalyst specified. The product is [CH:1]1([C:4]2[NH:8][C:7]3[C:9]([C:14]([NH:17][CH:18]4[CH2:23][CH2:22][NH:21][CH2:20][CH2:19]4)=[O:16])=[CH:10][CH:11]=[C:12]([OH:13])[C:6]=3[N:5]=2)[CH2:2][CH2:3]1. The yield is 0.360. (5) The reactants are [S:1]1[CH:5]=[CH:4][N:3]=[C:2]1[C:6]([OH:9])([CH3:8])[CH3:7].C([O-])(O)=O.[Na+].[Br:15]Br.CO. The catalyst is C(Cl)(Cl)Cl.[O-]S([O-])(=S)=O.[Na+].[Na+]. The product is [Br:15][C:5]1[S:1][C:2]([C:6]([OH:9])([CH3:8])[CH3:7])=[N:3][CH:4]=1. The yield is 0.670. (6) The reactants are [Cl:1][C:2]1[N:6]2[CH:7]=[C:8]([N:15]3[CH:19]=[CH:18][N:17]=[CH:16]3)[CH:9]=[C:10]([C:11]([F:14])([F:13])[F:12])[C:5]2=[N:4][C:3]=1[C:20](OC)=[O:21].[OH-].[Na+].C(N(C(C)C)C(C)C)C.Cl.[NH:36]1[CH2:41][CH2:40][CH:39]([N:42]2[CH2:46][CH2:45][O:44][C:43]2=[O:47])[CH2:38][CH2:37]1.F[P-](F)(F)(F)(F)F.CN(C(ON1C2=NC=CC=C2N=N1)=[N+](C)C)C. The catalyst is O1CCCC1.O. The product is [Cl:1][C:2]1[N:6]2[CH:7]=[C:8]([N:15]3[CH:19]=[CH:18][N:17]=[CH:16]3)[CH:9]=[C:10]([C:11]([F:13])([F:14])[F:12])[C:5]2=[N:4][C:3]=1[C:20]([N:36]1[CH2:37][CH2:38][CH:39]([N:42]2[CH2:46][CH2:45][O:44][C:43]2=[O:47])[CH2:40][CH2:41]1)=[O:21]. The yield is 0.210. (7) The reactants are [CH3:1][C:2]1[C:6]([C:7]2[N:11]([C:12]3[CH:17]=[CH:16][C:15]([OH:18])=[CH:14][CH:13]=3)[N:10]=[C:9]([CH3:19])[C:8]=2[CH:20]=O)=[C:5]([CH3:22])[O:4][N:3]=1.Cl.[NH2:24][OH:25].N1C=CC=CC=1.Cl. The catalyst is C(O)C.C(Cl)Cl. The product is [CH3:1][C:2]1[C:6]([C:7]2[N:11]([C:12]3[CH:13]=[CH:14][C:15]([OH:18])=[CH:16][CH:17]=3)[N:10]=[C:9]([CH3:19])[C:8]=2[CH:20]=[N:24][OH:25])=[C:5]([CH3:22])[O:4][N:3]=1. The yield is 0.500.